This data is from Reaction yield outcomes from USPTO patents with 853,638 reactions. The task is: Predict the reaction yield, written as a fraction of the theoretical maximum amount of product (1.0 means a 100% yield; for example, 0.34 means a 34% yield). The reactants are [Cl:1][C:2]1[CH:7]=[CH:6][C:5]([C:8]2[N:13]=[C:12]([C:14]([O:16][CH3:17])=[O:15])[CH:11]=[C:10]([NH:18][C:19]3[CH:24]=[CH:23][C:22]([O:25]C)=[CH:21][CH:20]=3)[C:9]=2[F:27])=[CH:4][CH:3]=1.ClN1C(C)(C)C(=O)N(Cl)C1=O. The catalyst is CC#N.O. The product is [Cl:1][C:2]1[CH:3]=[CH:4][C:5]([C:8]2[N:13]=[C:12]([C:14]([O:16][CH3:17])=[O:15])[CH:11]=[C:10]([N:18]=[C:19]3[CH:24]=[CH:23][C:22](=[O:25])[CH:21]=[CH:20]3)[C:9]=2[F:27])=[CH:6][CH:7]=1. The yield is 0.790.